Predict the reaction yield, written as a fraction of the theoretical maximum amount of product (1.0 means a 100% yield; for example, 0.34 means a 34% yield). From a dataset of Reaction yield outcomes from USPTO patents with 853,638 reactions. (1) The reactants are [CH3:1][C:2]([C:4]1[CH:9]=[C:8]([F:10])[C:7]([O:11][CH3:12])=[C:6]([F:13])[CH:5]=1)=[O:3].[C:14](=O)([O:17]C)[O:15][CH3:16]. No catalyst specified. The product is [F:13][C:6]1[CH:5]=[C:4]([CH:9]=[C:8]([F:10])[C:7]=1[O:11][CH3:12])[C:2]([CH2:1][C:14]([O:15][CH3:16])=[O:17])=[O:3]. The yield is 0.970. (2) The reactants are Cl[C:2]1[CH:7]=[C:6]([NH:8][CH:9]2[CH2:11][CH2:10]2)[N:5]2[N:12]=[CH:13][C:14]([CH:15]=[O:16])=[C:4]2[N:3]=1.[N-:17]=[N+:18]=[N-:19].[Na+].O. The catalyst is CN(C)C=O. The product is [N:17]([C:2]1[CH:7]=[C:6]([NH:8][CH:9]2[CH2:11][CH2:10]2)[N:5]2[N:12]=[CH:13][C:14]([CH:15]=[O:16])=[C:4]2[N:3]=1)=[N+:18]=[N-:19]. The yield is 0.750.